Dataset: Full USPTO retrosynthesis dataset with 1.9M reactions from patents (1976-2016). Task: Predict the reactants needed to synthesize the given product. (1) Given the product [NH2:20][C:21]1[C:16]2[C:15](=[CH:35][CH:19]=[CH:18][CH:17]=2)[CH:24]=[CH:23][CH:22]=1, predict the reactants needed to synthesize it. The reactants are: C(OC(N1CCCN([C:15]2[CH:24]=[CH:23][CH:22]=[C:21]3[C:16]=2[CH:17]=[C:18](SC2C=CC(C(C)C)=CC=2)[CH:19]=[N:20]3)CC1)=O)(C)(C)C.[CH3:35]O. (2) Given the product [CH:3]1([CH2:6][S:7]([NH:10][C:18]2[C:19]([F:28])=[C:20]([C:24]([F:27])=[CH:25][CH:26]=2)[C:21]([OH:23])=[O:22])(=[O:8])=[O:9])[CH2:5][CH2:4]1, predict the reactants needed to synthesize it. The reactants are: [OH-].[Na+].[CH:3]1([CH2:6][S:7]([N:10]([C:18]2[C:19]([F:28])=[C:20]([C:24]([F:27])=[CH:25][CH:26]=2)[C:21]([OH:23])=[O:22])S(CC2CC2)(=O)=O)(=[O:9])=[O:8])[CH2:5][CH2:4]1. (3) Given the product [F:8][C:6]1[CH:5]=[C:4]([C:9]([OH:14])([CH3:13])[C:10]([NH:15][C@H:16]([C:18]([C:20]2([NH2:40])[N:26]=[C:25]([C:27]3[CH:32]=[CH:31][CH:30]=[CH:29][C:28]=3[F:33])[C:24]3[CH:34]=[CH:35][CH:36]=[CH:37][C:23]=3[N:22]([CH3:38])[C:21]2=[O:39])=[O:19])[CH3:17])=[O:12])[CH:3]=[C:2]([F:1])[CH:7]=1, predict the reactants needed to synthesize it. The reactants are: [F:1][C:2]1[CH:3]=[C:4]([C:9]([OH:14])([CH3:13])[C:10]([OH:12])=O)[CH:5]=[C:6]([F:8])[CH:7]=1.[NH2:15][C@H:16]([C:18]([C:20]1([NH2:40])[N:26]=[C:25]([C:27]2[CH:32]=[CH:31][CH:30]=[CH:29][C:28]=2[F:33])[C:24]2[CH:34]=[CH:35][CH:36]=[CH:37][C:23]=2[N:22]([CH3:38])[C:21]1=[O:39])=[O:19])[CH3:17].